From a dataset of Full USPTO retrosynthesis dataset with 1.9M reactions from patents (1976-2016). Predict the reactants needed to synthesize the given product. Given the product [CH3:20][O:19][C:16]1[CH:15]=[CH:14][C:13]([C:9]([C:6]2[CH:5]=[CH:4][C:3]([O:2][CH3:1])=[CH:8][CH:7]=2)=[CH:10][CH3:11])=[CH:18][CH:17]=1, predict the reactants needed to synthesize it. The reactants are: [CH3:1][O:2][C:3]1[CH:8]=[CH:7][C:6]([C:9]([C:13]2[CH:18]=[CH:17][C:16]([O:19][CH3:20])=[CH:15][CH:14]=2)(O)[CH2:10][CH3:11])=[CH:5][CH:4]=1.O.C1(C)C=CC(S(O)(=O)=O)=CC=1.